Dataset: NCI-60 drug combinations with 297,098 pairs across 59 cell lines. Task: Regression. Given two drug SMILES strings and cell line genomic features, predict the synergy score measuring deviation from expected non-interaction effect. (1) Drug 1: CN1C(=O)N2C=NC(=C2N=N1)C(=O)N. Synergy scores: CSS=28.0, Synergy_ZIP=15.6, Synergy_Bliss=16.5, Synergy_Loewe=-8.89, Synergy_HSA=11.6. Drug 2: C1=NC2=C(N1)C(=S)N=CN2. Cell line: DU-145. (2) Drug 1: COC1=C(C=C2C(=C1)N=CN=C2NC3=CC(=C(C=C3)F)Cl)OCCCN4CCOCC4. Drug 2: CN(C)C1=NC(=NC(=N1)N(C)C)N(C)C. Cell line: K-562. Synergy scores: CSS=4.87, Synergy_ZIP=0.325, Synergy_Bliss=3.10, Synergy_Loewe=-14.2, Synergy_HSA=-0.624.